This data is from Full USPTO retrosynthesis dataset with 1.9M reactions from patents (1976-2016). The task is: Predict the reactants needed to synthesize the given product. (1) Given the product [C:20]([C:24]1[CH:28]=[C:27]([NH2:29])[N:26]([C:17]2[CH:16]=[CH:15][C:3]([O:4][Si:5]([CH:12]([CH3:14])[CH3:13])([CH:9]([CH3:11])[CH3:10])[CH:6]([CH3:8])[CH3:7])=[C:2]([Cl:1])[CH:18]=2)[N:25]=1)([CH3:23])([CH3:22])[CH3:21], predict the reactants needed to synthesize it. The reactants are: [Cl:1][C:2]1[CH:18]=[C:17](I)[CH:16]=[CH:15][C:3]=1[O:4][Si:5]([CH:12]([CH3:14])[CH3:13])([CH:9]([CH3:11])[CH3:10])[CH:6]([CH3:8])[CH3:7].[C:20]([C:24]1[CH:28]=[C:27]([NH2:29])[NH:26][N:25]=1)([CH3:23])([CH3:22])[CH3:21].CN[C@@H]1CCCC[C@H]1NC.C(=O)([O-])[O-].[K+].[K+]. (2) Given the product [CH3:18][C:24]([OH:23])([CH3:25])[CH:10]=[C:4]1[CH2:3][C:2]([CH3:16])([CH3:1])[CH2:7][C:6]([CH3:8])([CH3:9])[CH2:5]1, predict the reactants needed to synthesize it. The reactants are: [CH3:1][C:2]1([CH3:16])[CH2:7][C:6]([CH3:9])([CH3:8])[CH2:5][C:4](=[CH:10]C(OCC)=O)[CH2:3]1.[Li][CH3:18].[NH4+].[Cl-].C([O:23][CH2:24][CH3:25])C.